From a dataset of Catalyst prediction with 721,799 reactions and 888 catalyst types from USPTO. Predict which catalyst facilitates the given reaction. (1) Reactant: [CH3:1][C:2]1[C:6]2[CH:7]=[CH:8][C:9]([C:11]([O:13]C)=[O:12])=[CH:10][C:5]=2[O:4][N:3]=1.[OH-].[Na+]. Product: [CH3:1][C:2]1[C:6]2[CH:7]=[CH:8][C:9]([C:11]([OH:13])=[O:12])=[CH:10][C:5]=2[O:4][N:3]=1. The catalyst class is: 5. (2) Reactant: [F:1][C:2]1[CH:7]=[CH:6][C:5]([C:8]([CH3:14])([CH3:13])[C:9](OC)=[O:10])=[C:4]([N+:15]([O-])=O)[CH:3]=1. Product: [F:1][C:2]1[CH:3]=[C:4]2[C:5]([C:8]([CH3:14])([CH3:13])[C:9](=[O:10])[NH:15]2)=[CH:6][CH:7]=1. The catalyst class is: 180.